From a dataset of Peptide-MHC class I binding affinity with 185,985 pairs from IEDB/IMGT. Regression. Given a peptide amino acid sequence and an MHC pseudo amino acid sequence, predict their binding affinity value. This is MHC class I binding data. (1) The peptide sequence is EVATRFNTM. The MHC is HLA-A80:01 with pseudo-sequence HLA-A80:01. The binding affinity (normalized) is 0.0847. (2) The peptide sequence is LQDDFDFNY. The MHC is HLA-A29:02 with pseudo-sequence HLA-A29:02. The binding affinity (normalized) is 0.0847. (3) The peptide sequence is MPYVFTLLF. The binding affinity (normalized) is 0.539. The MHC is HLA-B15:01 with pseudo-sequence HLA-B15:01. (4) The peptide sequence is ALLAKRLGA. The MHC is HLA-A31:01 with pseudo-sequence HLA-A31:01. The binding affinity (normalized) is 0.0847. (5) The peptide sequence is APALATGSF. The MHC is HLA-B07:02 with pseudo-sequence HLA-B07:02. The binding affinity (normalized) is 0.797. (6) The peptide sequence is DVSVDAMIHK. The MHC is HLA-A11:01 with pseudo-sequence HLA-A11:01. The binding affinity (normalized) is 0.681.